Dataset: Forward reaction prediction with 1.9M reactions from USPTO patents (1976-2016). Task: Predict the product of the given reaction. (1) Given the reactants [CH3:1][N:2]1[CH2:7][CH2:6][N:5]([C:8]2[N:13]3[C:14]([CH:30]=O)=[C:15]([CH2:17][N:18]([CH3:29])[C@@H:19]4[C:28]5[N:27]=[CH:26][CH:25]=[CH:24][C:23]=5[CH2:22][CH2:21][CH2:20]4)[N:16]=[C:12]3[CH:11]=[CH:10][CH:9]=2)[CH2:4][CH2:3]1.Cl.[NH2:33]O.C([O-])=O.[Na+], predict the reaction product. The product is: [CH3:1][N:2]1[CH2:7][CH2:6][N:5]([C:8]2[N:13]3[C:14]([C:30]#[N:33])=[C:15]([CH2:17][N:18]([CH3:29])[C@@H:19]4[C:28]5[N:27]=[CH:26][CH:25]=[CH:24][C:23]=5[CH2:22][CH2:21][CH2:20]4)[N:16]=[C:12]3[CH:11]=[CH:10][CH:9]=2)[CH2:4][CH2:3]1. (2) Given the reactants [N+:1]([C:4]1[CH:16]=[CH:15][C:7]([CH2:8][C:9]2[CH:14]=[CH:13][N:12]=[CH:11][CH:10]=2)=[CH:6][CH:5]=1)([O-:3])=[O:2].[OH-].[Na+].[CH3:19]I, predict the reaction product. The product is: [CH3:19][N:12]1[CH2:11][CH:10]=[C:9]([CH2:8][C:7]2[CH:15]=[CH:16][C:4]([N+:1]([O-:3])=[O:2])=[CH:5][CH:6]=2)[CH2:14][CH2:13]1. (3) Given the reactants [C@@H:1]1([CH2:8][OH:9])[CH2:5][CH2:4][CH2:3][C@H:2]1[CH2:6][OH:7].CCN(CC)CC.[CH3:17][S:18](Cl)(=[O:20])=[O:19], predict the reaction product. The product is: [CH3:17][S:18]([O:7][CH2:6][C@@H:2]1[CH2:3][CH2:4][CH2:5][C@H:1]1[CH2:8][O:9][S:18]([CH3:17])(=[O:20])=[O:19])(=[O:20])=[O:19]. (4) Given the reactants [CH:1]([C:3]1[CH:8]=[CH:7][C:6](B(O)O)=[CH:5][CH:4]=1)=[O:2].[Br:12][C:13]1[CH:18]=[CH:17][CH:16]=[C:15](Br)[CH:14]=1, predict the reaction product. The product is: [Br:12][C:13]1[CH:14]=[C:15]([C:6]2[CH:7]=[CH:8][C:3]([CH:1]=[O:2])=[CH:4][CH:5]=2)[CH:16]=[CH:17][CH:18]=1. (5) Given the reactants [NH:1]1[CH2:5][CH2:4][CH2:3][C:2]1=[O:6].[H-].[Na+].[C:9]([O:13][C:14]([N:16]1[CH2:21][CH2:20][CH:19]([CH2:22]Br)[CH2:18][CH2:17]1)=[O:15])([CH3:12])([CH3:11])[CH3:10], predict the reaction product. The product is: [C:9]([O:13][C:14]([N:16]1[CH2:21][CH2:20][CH:19]([CH2:22][N:1]2[CH2:5][CH2:4][CH2:3][C:2]2=[O:6])[CH2:18][CH2:17]1)=[O:15])([CH3:12])([CH3:10])[CH3:11]. (6) The product is: [F:1][C:2]1[CH:7]=[CH:6][C:5]([C:19]2[N:23]3[N:24]=[CH:25][C:26]([C:28]([F:29])([F:30])[F:31])=[N:27][C:22]3=[N:21][CH:20]=2)=[CH:4][C:3]=1[C:11]1[CH:16]=[CH:15][C:14]([F:17])=[CH:13][N:12]=1. Given the reactants [F:1][C:2]1[CH:7]=[CH:6][C:5](B(O)O)=[CH:4][C:3]=1[C:11]1[CH:16]=[CH:15][C:14]([F:17])=[CH:13][N:12]=1.Br[C:19]1[N:23]2[N:24]=[CH:25][C:26]([C:28]([F:31])([F:30])[F:29])=[N:27][C:22]2=[N:21][CH:20]=1.C([O-])([O-])=O.[Na+].[Na+], predict the reaction product. (7) Given the reactants [C:1]([CH2:3][C:4]([C@H:6]1[CH2:10][CH2:9][CH2:8][N:7]1[C:11]([O:13][CH2:14][C:15]1[CH:20]=[CH:19][CH:18]=[CH:17][CH:16]=1)=[O:12])=O)#[N:2].Cl.[F:22][C:23]([F:28])([F:27])[CH2:24][NH:25][NH2:26].C(N(CC)CC)C, predict the reaction product. The product is: [CH2:14]([O:13][C:11]([N:7]1[CH2:8][CH2:9][CH2:10][C@@H:6]1[C:4]1[CH:3]=[C:1]([NH2:2])[N:25]([CH2:24][C:23]([F:28])([F:27])[F:22])[N:26]=1)=[O:12])[C:15]1[CH:20]=[CH:19][CH:18]=[CH:17][CH:16]=1.